Dataset: Forward reaction prediction with 1.9M reactions from USPTO patents (1976-2016). Task: Predict the product of the given reaction. (1) Given the reactants [Br:1][C:2]1[CH:7]=[CH:6][C:5]([O:8][CH2:9][CH2:10][CH2:11]Br)=[CH:4][CH:3]=1.Cl.[F:14][C:15]1([F:21])[CH2:20][CH2:19][NH:18][CH2:17][CH2:16]1.C(=O)([O-])[O-].[K+].[K+], predict the reaction product. The product is: [Br:1][C:2]1[CH:7]=[CH:6][C:5]([O:8][CH2:9][CH2:10][CH2:11][N:18]2[CH2:19][CH2:20][C:15]([F:21])([F:14])[CH2:16][CH2:17]2)=[CH:4][CH:3]=1. (2) Given the reactants I[C:2]1[C:6]2=[N:7][CH:8]=[CH:9][CH:10]=[C:5]2[N:4]([CH2:11][C:12]2[CH:17]=[CH:16][C:15]([C:18]3[CH:19]=[N:20][N:21]([CH3:23])[CH:22]=3)=[CH:14][CH:13]=2)[CH:3]=1.F[C:25]1(F)[CH2:30][CH2:29][C@@H:28]([NH:31][C:32](C2C3=NC=CC=C3N(CC3C=CC(F)=CC=3)C=2)=[O:33])[C@H:27]([OH:51])[CH2:26]1.FC1C=CC(CN2C3C(=NC=CC=3)C(I)=C2)=CC=1.Cl.N[C@H]1CCCC[C@@H]1O.C(=O)([O-])[O-].[Na+].[Na+], predict the reaction product. The product is: [OH:51][C@H:27]1[CH2:26][CH2:25][CH2:30][CH2:29][C@@H:28]1[NH:31][C:32]([C:2]1[C:6]2=[N:7][CH:8]=[CH:9][CH:10]=[C:5]2[N:4]([CH2:11][C:12]2[CH:17]=[CH:16][C:15]([C:18]3[CH:19]=[N:20][N:21]([CH3:23])[CH:22]=3)=[CH:14][CH:13]=2)[CH:3]=1)=[O:33]. (3) Given the reactants [Na+].[Cl:2][C:3]1[CH:4]=[C:5]([NH:17][C:18]2[C:27]3[C:22](=[CH:23][CH:24]=[CH:25][C:26]=3[O:28][CH2:29][C:30]([O-:32])=O)[N:21]=[CH:20][N:19]=2)[CH:6]=[CH:7][C:8]=1[O:9][CH2:10][C:11]1[CH:16]=[CH:15][CH:14]=[CH:13][N:12]=1.CN(C(ON1N=NC2C=CC=NC1=2)=[N+](C)C)C.F[P-](F)(F)(F)(F)F.CCN(C(C)C)C(C)C.[CH3:66][N:67]([CH3:72])[CH2:68][CH2:69][NH:70][CH3:71], predict the reaction product. The product is: [Cl:2][C:3]1[CH:4]=[C:5]([NH:17][C:18]2[C:27]3[C:22](=[CH:23][CH:24]=[CH:25][C:26]=3[O:28][CH2:29][C:30]([N:70]([CH2:69][CH2:68][N:67]([CH3:72])[CH3:66])[CH3:71])=[O:32])[N:21]=[CH:20][N:19]=2)[CH:6]=[CH:7][C:8]=1[O:9][CH2:10][C:11]1[CH:16]=[CH:15][CH:14]=[CH:13][N:12]=1.